From a dataset of Reaction yield outcomes from USPTO patents with 853,638 reactions. Predict the reaction yield, written as a fraction of the theoretical maximum amount of product (1.0 means a 100% yield; for example, 0.34 means a 34% yield). (1) The reactants are [CH:1]1([C:4]2[CH:9]=[CH:8][N:7]=[CH:6][C:5]=2[N:10]2[CH2:14][CH2:13][NH:12][C:11]2=[O:15])[CH2:3][CH2:2]1.Br[C:17]1[CH:22]=[CH:21][N:20]=[C:19]([C:23]([F:26])([F:25])[F:24])[CH:18]=1.CN[C@@H]1CCCC[C@H]1NC.P([O-])([O-])([O-])=O.[K+].[K+].[K+]. The catalyst is [Cu](I)I. The product is [CH:1]1([C:4]2[CH:9]=[CH:8][N:7]=[CH:6][C:5]=2[N:10]2[CH2:14][CH2:13][N:12]([C:17]3[CH:22]=[CH:21][N:20]=[C:19]([C:23]([F:26])([F:25])[F:24])[CH:18]=3)[C:11]2=[O:15])[CH2:3][CH2:2]1. The yield is 0.330. (2) The reactants are C(=O)([O-])[O-].[Ca+2].[C:6](Cl)(Cl)=[S:7].ClCCl.O.[Cl:14][C:15]1[CH:16]=[C:17]([CH:19]=[CH:20][C:21]=1[C:22]([F:25])([F:24])[F:23])[NH2:18]. The catalyst is Cl. The product is [Cl:14][C:15]1[CH:16]=[C:17]([N:18]=[C:6]=[S:7])[CH:19]=[CH:20][C:21]=1[C:22]([F:23])([F:24])[F:25]. The yield is 0.790. (3) The reactants are [Br:1][C:2]1[CH:3]=[C:4]([CH:7]=[C:8]([O:10][CH3:11])[CH:9]=1)[CH:5]=[O:6].[CH2:12](O)[CH2:13][CH2:14][OH:15]. The catalyst is C1(C)C=CC=CC=1.O.C1(C)C=CC(S(O)(=O)=O)=CC=1. The product is [Br:1][C:2]1[CH:3]=[C:4]([CH:5]2[O:15][CH2:14][CH2:13][CH2:12][O:6]2)[CH:7]=[C:8]([O:10][CH3:11])[CH:9]=1. The yield is 0.960. (4) The yield is 0.0500. The reactants are [N:1]1[CH:6]=[CH:5][CH:4]=[C:3]([NH:7][C:8]([N:10]2[CH2:13][CH:12]([O:14][C:15]3[CH:20]=[CH:19][C:18]([C:21]4[CH:26]=[CH:25][CH:24]=[C:23]([O:27][CH2:28][CH2:29][O:30]CC5C=CC=CC=5)[CH:22]=4)=[CH:17][N:16]=3)[CH2:11]2)=[O:9])[N:2]=1.B(Br)(Br)Br. The catalyst is ClCCl. The product is [N:1]1[CH:6]=[CH:5][CH:4]=[C:3]([NH:7][C:8]([N:10]2[CH2:13][CH:12]([O:14][C:15]3[CH:20]=[CH:19][C:18]([C:21]4[CH:26]=[CH:25][CH:24]=[C:23]([O:27][CH2:28][CH2:29][OH:30])[CH:22]=4)=[CH:17][N:16]=3)[CH2:11]2)=[O:9])[N:2]=1. (5) The reactants are [Br:1][C:2]1[CH:3]=[C:4]2[C:8](=[CH:9][CH:10]=1)[NH:7][C:6](=[O:11])[CH2:5]2.[N:12]1([CH2:17][CH2:18][CH2:19][NH:20][C:21]([C:23]2[C:27]([CH3:28])=[C:26]([CH:29]=O)[NH:25][C:24]=2[CH3:31])=[O:22])[CH:16]=[CH:15][N:14]=[CH:13]1. No catalyst specified. The product is [N:12]1([CH2:17][CH2:18][CH2:19][NH:20][C:21]([C:23]2[C:27]([CH3:28])=[C:26]([CH:29]=[C:5]3[C:4]4[C:8](=[CH:9][CH:10]=[C:2]([Br:1])[CH:3]=4)[NH:7][C:6]3=[O:11])[NH:25][C:24]=2[CH3:31])=[O:22])[CH:16]=[CH:15][N:14]=[CH:13]1. The yield is 0.590. (6) The reactants are [C:1]([O:5][C:6](=[O:22])[NH:7][CH2:8][CH2:9][C:10](=[C:12]1C(=O)O[C:15](C)([CH3:19])[O:14][C:13]1=[O:21])[OH:11])([CH3:4])([CH3:3])[CH3:2]. The catalyst is C(O)C. The product is [CH2:15]([O:14][C:13](=[O:21])[CH2:12][C:10](=[O:11])[CH2:9][CH2:8][NH:7][C:6]([O:5][C:1]([CH3:3])([CH3:2])[CH3:4])=[O:22])[CH3:19]. The yield is 0.870. (7) The reactants are [N+:1]([C:4]1[CH:5]=[C:6]([C:9]([O:11][CH3:12])=[O:10])[NH:7][CH:8]=1)([O-:3])=[O:2].[Li+].C[Si]([N-:18][Si](C)(C)C)(C)C.C1(P(ON)(C2C=CC=CC=2)=O)C=CC=CC=1. The catalyst is CN(C=O)C.C(OCC)(=O)C. The product is [NH2:18][N:7]1[CH:8]=[C:4]([N+:1]([O-:3])=[O:2])[CH:5]=[C:6]1[C:9]([O:11][CH3:12])=[O:10]. The yield is 0.400. (8) The reactants are CS(O)(=O)=[O:3].[Br:6][C:7]1[CH:8]=[C:9]([C:15]([CH3:19])([CH3:18])[C:16]#N)[CH:10]=[CH:11][C:12]=1[O:13][CH3:14].[C:20]([O:23][CH2:24][CH2:25]Br)(=[O:22])[CH3:21].Cl. The catalyst is [Zn].C1COCC1. The product is [CH2:24]([O:23][C:20](=[O:22])[CH2:21][C:16](=[O:3])[C:15]([C:9]1[CH:10]=[CH:11][C:12]([O:13][CH3:14])=[C:7]([Br:6])[CH:8]=1)([CH3:19])[CH3:18])[CH3:25]. The yield is 0.720.